Regression. Given two drug SMILES strings and cell line genomic features, predict the synergy score measuring deviation from expected non-interaction effect. From a dataset of NCI-60 drug combinations with 297,098 pairs across 59 cell lines. Drug 1: CC(C1=C(C=CC(=C1Cl)F)Cl)OC2=C(N=CC(=C2)C3=CN(N=C3)C4CCNCC4)N. Synergy scores: CSS=44.7, Synergy_ZIP=7.38, Synergy_Bliss=7.55, Synergy_Loewe=-17.3, Synergy_HSA=7.81. Drug 2: CC1=C2C(C(=O)C3(C(CC4C(C3C(C(C2(C)C)(CC1OC(=O)C(C(C5=CC=CC=C5)NC(=O)OC(C)(C)C)O)O)OC(=O)C6=CC=CC=C6)(CO4)OC(=O)C)O)C)O. Cell line: HCT116.